This data is from Peptide-MHC class II binding affinity with 134,281 pairs from IEDB. The task is: Regression. Given a peptide amino acid sequence and an MHC pseudo amino acid sequence, predict their binding affinity value. This is MHC class II binding data. (1) The peptide sequence is TLSVTFIGAAPLILSY. The MHC is H-2-IAs with pseudo-sequence H-2-IAs. The binding affinity (normalized) is 0.538. (2) The peptide sequence is INERTAAAIAYGLDR. The MHC is HLA-DQA10102-DQB10602 with pseudo-sequence HLA-DQA10102-DQB10602. The binding affinity (normalized) is 0.846. (3) The peptide sequence is AGAEPAGKATTEEQK. The MHC is DRB3_0101 with pseudo-sequence DRB3_0101. The binding affinity (normalized) is 0.0823. (4) The peptide sequence is GELQIVDKIDAAFWI. The MHC is DRB1_0401 with pseudo-sequence DRB1_0401. The binding affinity (normalized) is 0.536. (5) The peptide sequence is HGSPTFWMGSHEVNG. The MHC is HLA-DQA10201-DQB10301 with pseudo-sequence HLA-DQA10201-DQB10301. The binding affinity (normalized) is 0.330. (6) The peptide sequence is RTKGTMRASALILIE. The MHC is DRB3_0101 with pseudo-sequence DRB3_0101. The binding affinity (normalized) is 0.763.